From a dataset of Catalyst prediction with 721,799 reactions and 888 catalyst types from USPTO. Predict which catalyst facilitates the given reaction. (1) Reactant: [Cl:1][C:2]1[CH:3]=[CH:4][C:5]2[N:11]([C:12](=[O:30])[C:13]3[CH:18]=[CH:17][C:16]([NH:19][C:20](=[O:28])[C:21]4[CH:26]=[CH:25][CH:24]=[CH:23][C:22]=4[CH3:27])=[CH:15][C:14]=3[CH3:29])[CH2:10][CH2:9][CH2:8][C:7](=[O:31])[C:6]=2[CH:32]=1.O.[BH4-].[Na+].Cl. Product: [Cl:1][C:2]1[CH:3]=[CH:4][C:5]2[N:11]([C:12](=[O:30])[C:13]3[CH:18]=[CH:17][C:16]([NH:19][C:20](=[O:28])[C:21]4[CH:26]=[CH:25][CH:24]=[CH:23][C:22]=4[CH3:27])=[CH:15][C:14]=3[CH3:29])[CH2:10][CH2:9][CH2:8][CH:7]([OH:31])[C:6]=2[CH:32]=1. The catalyst class is: 5. (2) Reactant: [NH2:1][CH2:2][CH2:3][CH2:4][O:5][C:6]1[CH:11]=[CH:10][C:9]([Cl:12])=[CH:8][C:7]=1[NH:13][C:14]([NH:16][C:17]1[CH:22]=[CH:21][C:20]([C:23]#[N:24])=[CH:19][N:18]=1)=[O:15].C(=O)([O-])[O-].[K+].[K+].[CH3:31][O:32][CH2:33][CH2:34][O:35][C:36](Cl)=[O:37]. Product: [CH3:31][O:32][CH2:33][CH2:34][O:35][C:36](=[O:37])[NH:1][CH2:2][CH2:3][CH2:4][O:5][C:6]1[CH:11]=[CH:10][C:9]([Cl:12])=[CH:8][C:7]=1[NH:13][C:14]([NH:16][C:17]1[CH:22]=[CH:21][C:20]([C:23]#[N:24])=[CH:19][N:18]=1)=[O:15]. The catalyst class is: 1. (3) Product: [C:1]([OH:8])(=[O:7])/[CH:2]=[CH:3]/[C:4]([OH:6])=[O:5].[Br:9][C:10]1[CH:11]=[C:12]2[C:16](=[CH:17][CH:18]=1)[NH:15][CH:14]=[C:13]2[CH2:19][C@@H:20]1[CH2:24][CH2:23][CH2:22][N:21]1[CH3:25]. Reactant: [C:1]([OH:8])(=[O:7])/[CH:2]=[CH:3]/[C:4]([OH:6])=[O:5].[Br:9][C:10]1[CH:11]=[C:12]2[C:16](=[CH:17][CH:18]=1)[NH:15][CH:14]=[C:13]2[CH2:19][C@@H:20]1[CH2:24][CH2:23][CH2:22][N:21]1[CH3:25]. The catalyst class is: 8. (4) Reactant: Br[CH2:2][C:3]([NH:5][C:6]1[CH:11]=[CH:10][C:9]([Cl:12])=[C:8]([Cl:13])[CH:7]=1)=[O:4].[NH2:14][C:15]1[CH:20]=[CH:19][CH:18]=[CH:17][CH:16]=1.C(N(C(C)C)C(C)C)C. Product: [Cl:13][C:8]1[CH:7]=[C:6]([NH:5][C:3](=[O:4])[CH2:2][NH:14][C:15]2[CH:20]=[CH:19][CH:18]=[CH:17][CH:16]=2)[CH:11]=[CH:10][C:9]=1[Cl:12]. The catalyst class is: 1. (5) Reactant: [Cl:1][C:2]1[CH:3]=[C:4]([C@H:8]2[CH2:12][O:11][C:10](=[O:13])[N:9]2[C:14]2[CH:19]=[CH:18][N:17]3[N:20]=[CH:21][C:22]([C:23]4[CH:28]=[CH:27][C:26]([C:29]5[N:33]=[CH:32][N:31](COCC[Si](C)(C)C)[N:30]=5)=[C:25]([F:42])[CH:24]=4)=[C:16]3[N:15]=2)[CH:5]=[CH:6][CH:7]=1.C(O)(C(F)(F)F)=O. Product: [Cl:1][C:2]1[CH:3]=[C:4]([C@H:8]2[CH2:12][O:11][C:10](=[O:13])[N:9]2[C:14]2[CH:19]=[CH:18][N:17]3[N:20]=[CH:21][C:22]([C:23]4[CH:28]=[CH:27][C:26]([C:29]5[N:33]=[CH:32][NH:31][N:30]=5)=[C:25]([F:42])[CH:24]=4)=[C:16]3[N:15]=2)[CH:5]=[CH:6][CH:7]=1. The catalyst class is: 2. (6) Reactant: [Cl:1][C:2]1[CH:7]=[C:6]([CH:8]2[CH2:10][CH2:9]2)[CH:5]=[CH:4][C:3]=1[N:11]1[C:15]([CH3:16])=[C:14]([C:17]([OH:19])=O)[N:13]=[N:12]1.[NH2:20][C:21]1[C:22](=[O:34])[N:23]([CH:28]2[CH2:33][CH2:32][CH2:31][CH2:30][CH2:29]2)[N:24]([CH3:27])[C:25]=1[CH3:26].C(N(CC)CC)C.C(P1(=O)OP(CCC)(=O)OP(CCC)(=O)O1)CC. Product: [Cl:1][C:2]1[CH:7]=[C:6]([CH:8]2[CH2:9][CH2:10]2)[CH:5]=[CH:4][C:3]=1[N:11]1[C:15]([CH3:16])=[C:14]([C:17]([NH:20][C:21]2[C:22](=[O:34])[N:23]([CH:28]3[CH2:29][CH2:30][CH2:31][CH2:32][CH2:33]3)[N:24]([CH3:27])[C:25]=2[CH3:26])=[O:19])[N:13]=[N:12]1. The catalyst class is: 25.